This data is from NCI-60 drug combinations with 297,098 pairs across 59 cell lines. The task is: Regression. Given two drug SMILES strings and cell line genomic features, predict the synergy score measuring deviation from expected non-interaction effect. Drug 1: CCC1=C2CN3C(=CC4=C(C3=O)COC(=O)C4(CC)O)C2=NC5=C1C=C(C=C5)O. Drug 2: C(CC(=O)O)C(=O)CN.Cl. Cell line: SK-MEL-5. Synergy scores: CSS=43.8, Synergy_ZIP=1.08, Synergy_Bliss=1.21, Synergy_Loewe=-39.5, Synergy_HSA=3.69.